This data is from Reaction yield outcomes from USPTO patents with 853,638 reactions. The task is: Predict the reaction yield, written as a fraction of the theoretical maximum amount of product (1.0 means a 100% yield; for example, 0.34 means a 34% yield). (1) The reactants are C1(C)C=CC(S([O-])(=O)=O)=CC=1.[NH+]1C=CC=CC=1.O1[C:22]2([CH2:27][CH2:26][CH:25]([CH:28]([NH:32][C:33]([C:35]3[C:44]([NH:45][C:46]([NH:48][C:49]4[C:54]([CH3:55])=[CH:53][C:52]([CH3:56])=[CH:51][C:50]=4[CH3:57])=[O:47])=[CH:43][C:42]4[C:37](=[CH:38][CH:39]=[CH:40][CH:41]=4)[CH:36]=3)=[O:34])[C:29]([OH:31])=[O:30])[CH2:24][CH2:23]2)[O:21]CC1.Cl.C(OCC)(=O)C. The catalyst is CC(C)=O.O. The product is [O:21]=[C:22]1[CH2:27][CH2:26][CH:25]([CH:28]([NH:32][C:33]([C:35]2[C:44]([NH:45][C:46]([NH:48][C:49]3[C:54]([CH3:55])=[CH:53][C:52]([CH3:56])=[CH:51][C:50]=3[CH3:57])=[O:47])=[CH:43][C:42]3[C:37](=[CH:38][CH:39]=[CH:40][CH:41]=3)[CH:36]=2)=[O:34])[C:29]([OH:31])=[O:30])[CH2:24][CH2:23]1. The yield is 0.940. (2) The product is [Cl:1][C:2]1[N:7]=[C:6]2[N:8]([CH2:11][O:12][CH2:13][CH2:14][Si:15]([CH3:18])([CH3:17])[CH3:16])[CH:9]=[CH:10][C:5]2=[C:4]([O:28][C:29]2[CH:38]=[CH:37][CH:36]=[C:35]3[C:30]=2[CH:31]=[CH:32][CH:33]=[C:34]3[C:39]([OH:41])=[O:40])[CH:3]=1. The reactants are [Cl:1][C:2]1[N:7]=[C:6]2[N:8]([CH2:11][O:12][CH2:13][CH2:14][Si:15]([CH3:18])([CH3:17])[CH3:16])[CH:9]=[CH:10][C:5]2=[C:4]([N+]([O-])=O)[CH:3]=1.C([O-])([O-])=O.[K+].[K+].[OH:28][C:29]1[CH:38]=[CH:37][CH:36]=[C:35]2[C:30]=1[CH:31]=[CH:32][CH:33]=[C:34]2[C:39]([OH:41])=[O:40].Cl. The yield is 0.660. The catalyst is CS(C)=O. (3) The reactants are [CH3:1][O:2][C:3]1[CH:8]=[CH:7][C:6]([C:9]([NH:24][C:25]2[O:26][CH2:27][C@H:28]([F:40])[C@:29]([C:32]3[CH:37]=[C:36](Br)[CH:35]=[CH:34][C:33]=3[F:39])([CH3:31])[N:30]=2)([C:16]2[CH:21]=[CH:20][C:19]([O:22][CH3:23])=[CH:18][CH:17]=2)[C:10]2[CH:15]=[CH:14][CH:13]=[CH:12][CH:11]=2)=[CH:5][CH:4]=1.CC1(C)C(C)(C)OB([C:49]2[CH:50]=[N:51][CH:52]=[C:53]([CH:56]=2)[C:54]#[N:55])O1.C(=O)([O-])[O-].[Na+].[Na+].C1(P(C2C=CC=CC=2)C2C=CC=CC=2)C=CC=CC=1. The catalyst is COCCOC.C([O-])(=O)C.[Pd+2].C([O-])(=O)C. The product is [CH3:1][O:2][C:3]1[CH:8]=[CH:7][C:6]([C:9]([NH:24][C:25]2[O:26][CH2:27][C@H:28]([F:40])[C@:29]([C:32]3[CH:37]=[C:36]([C:49]4[CH:50]=[N:51][CH:52]=[C:53]([CH:56]=4)[C:54]#[N:55])[CH:35]=[CH:34][C:33]=3[F:39])([CH3:31])[N:30]=2)([C:16]2[CH:21]=[CH:20][C:19]([O:22][CH3:23])=[CH:18][CH:17]=2)[C:10]2[CH:15]=[CH:14][CH:13]=[CH:12][CH:11]=2)=[CH:5][CH:4]=1. The yield is 1.00. (4) The reactants are [N+](=[CH:3][C:4](=[O:13])[CH2:5][C:6]1[CH:11]=[CH:10][C:9]([I:12])=[CH:8][CH:7]=1)=[N-].[BrH:14].C(=O)(O)[O-].[Na+]. The catalyst is C(O)(=O)C. The product is [Br:14][CH2:3][C:4](=[O:13])[CH2:5][C:6]1[CH:11]=[CH:10][C:9]([I:12])=[CH:8][CH:7]=1. The yield is 0.944. (5) The reactants are [F:1][C:2]1[CH:3]=[C:4]([CH2:10][CH2:11]C(OCC)=O)[CH:5]=C(OC)C=1.[CH3:17][Mg]Br.[CH2:20]([O:22][CH2:23][CH3:24])C.O.C([O:29][CH2:30][CH3:31])(=O)C. The catalyst is C1COCC1. The product is [F:1][C:2]1[CH:3]=[C:4]([CH2:10][CH2:11][C:30]([CH3:31])([OH:29])[CH3:17])[CH:5]=[C:23]([O:22][CH3:20])[CH:24]=1. The yield is 0.930. (6) The reactants are C[O:2][C:3](=O)[CH:4]([C:6]1[CH:11]=[CH:10][C:9]([N:12]([C:14]2[CH:19]=[CH:18][C:17]([O:20][CH2:21][C:22]3[CH:27]=[CH:26][CH:25]=[CH:24][CH:23]=3)=[CH:16][CH:15]=2)[CH3:13])=[CH:8][CH:7]=1)[CH3:5].[H-].[H-].[H-].[H-].[Li+].[Al+3]. The catalyst is C1COCC1. The product is [CH2:21]([O:20][C:17]1[CH:18]=[CH:19][C:14]([N:12]([CH3:13])[C:9]2[CH:8]=[CH:7][C:6]([CH:4]([CH3:5])[CH2:3][OH:2])=[CH:11][CH:10]=2)=[CH:15][CH:16]=1)[C:22]1[CH:23]=[CH:24][CH:25]=[CH:26][CH:27]=1. The yield is 0.920.